This data is from Reaction yield outcomes from USPTO patents with 853,638 reactions. The task is: Predict the reaction yield, written as a fraction of the theoretical maximum amount of product (1.0 means a 100% yield; for example, 0.34 means a 34% yield). (1) The reactants are [N:1]12[CH2:8][CH2:7][C:4]([C:9]([C:17]3[CH:22]=[CH:21][CH:20]=[CH:19][CH:18]=3)([C:11]3[CH:16]=[CH:15][CH:14]=[CH:13][CH:12]=3)[OH:10])([CH2:5][CH2:6]1)[CH2:3][CH2:2]2.[Br:23][CH2:24][CH2:25][CH2:26][CH3:27]. The catalyst is CC#N. The product is [Br-:23].[CH2:24]([N+:1]12[CH2:6][CH2:5][C:4]([C:9]([OH:10])([C:17]3[CH:22]=[CH:21][CH:20]=[CH:19][CH:18]=3)[C:11]3[CH:12]=[CH:13][CH:14]=[CH:15][CH:16]=3)([CH2:3][CH2:2]1)[CH2:7][CH2:8]2)[CH2:25][CH2:26][CH3:27]. The yield is 0.707. (2) The reactants are [NH2:1][C:2]1[N:10]=[C:9]([O:11][CH2:12][CH2:13][CH2:14][CH3:15])[N:8]=[C:7]2[C:3]=1[N:4]=[CH:5][N:6]2[CH2:16][C:17]1[CH:18]=[C:19]([CH2:23][P:24](=[O:31])([O:28][CH2:29][CH3:30])[O:25][CH2:26][CH3:27])[CH:20]=[CH:21][CH:22]=1.[Br:32]Br. The catalyst is C(Cl)(Cl)Cl. The product is [NH2:1][C:2]1[N:10]=[C:9]([O:11][CH2:12][CH2:13][CH2:14][CH3:15])[N:8]=[C:7]2[C:3]=1[N:4]=[C:5]([Br:32])[N:6]2[CH2:16][C:17]1[CH:18]=[C:19]([CH2:23][P:24](=[O:31])([O:25][CH2:26][CH3:27])[O:28][CH2:29][CH3:30])[CH:20]=[CH:21][CH:22]=1. The yield is 0.490. (3) The reactants are C([O:8][C:9]([CH:11]1[CH2:15][CH2:14][CH2:13][N:12]1[CH2:16][CH3:17])=[O:10])C1C=CC=CC=1. The catalyst is CO.[Pd]. The product is [CH2:16]([N:12]1[CH2:13][CH2:14][CH2:15][C@H:11]1[C:9]([OH:10])=[O:8])[CH3:17]. The yield is 0.760. (4) The reactants are [F:1][C:2]1[CH:3]=[C:4]([CH:8]2[S:13][CH2:12][CH2:11][CH2:10][S:9]2)[CH:5]=[CH:6][CH:7]=1.[Li]CCCC.[F:19][CH:20]([F:31])[O:21][C:22]1[CH:29]=[CH:28][C:25]([CH:26]=[O:27])=[CH:24][C:23]=1[CH3:30]. The catalyst is C1COCC1. The product is [F:19][CH:20]([F:31])[O:21][C:22]1[CH:29]=[CH:28][C:25]([CH:26]([C:8]2([C:4]3[CH:5]=[CH:6][CH:7]=[C:2]([F:1])[CH:3]=3)[S:9][CH2:10][CH2:11][CH2:12][S:13]2)[OH:27])=[CH:24][C:23]=1[CH3:30]. The yield is 0.800. (5) The reactants are [Cl:1][C:2]1[C:3]([F:11])=[C:4]2[CH:10]=[CH:9][NH:8][C:5]2=[N:6][CH:7]=1.[N+:12]([O-])([OH:14])=[O:13]. No catalyst specified. The product is [Cl:1][C:2]1[C:3]([F:11])=[C:4]2[C:10]([N+:12]([O-:14])=[O:13])=[CH:9][NH:8][C:5]2=[N:6][CH:7]=1. The yield is 0.860. (6) The reactants are [Cl:1][C:2]1[N:7]=[CH:6][C:5]([NH:8][C:9](=[O:15])[O:10][C:11]([CH3:14])([CH3:13])[CH3:12])=[C:4]([CH:16]=[O:17])[CH:3]=1.O1CCC[CH2:19]1.C[Mg]I. The catalyst is CCOCC. The product is [Cl:1][C:2]1[N:7]=[CH:6][C:5]([NH:8][C:9](=[O:15])[O:10][C:11]([CH3:12])([CH3:13])[CH3:14])=[C:4]([CH:16]([OH:17])[CH3:19])[CH:3]=1. The yield is 0.810. (7) The reactants are [Br:1][CH:2]([C:6]1[CH:11]=[CH:10][CH:9]=[CH:8][CH:7]=1)[C:3]([OH:5])=[O:4].[C:12]1([C@@H:18](O)[CH3:19])[CH:17]=[CH:16][CH:15]=[CH:14][CH:13]=1.CCN=C=NCCCN(C)C. The catalyst is CN(C1C=CN=CC=1)C.ClCCl.C(OCC)(=O)C. The product is [Br:1][CH:2]([C:6]1[CH:11]=[CH:10][CH:9]=[CH:8][CH:7]=1)[C:3]([O:5][C@H:18]([C:12]1[CH:17]=[CH:16][CH:15]=[CH:14][CH:13]=1)[CH3:19])=[O:4]. The yield is 0.730. (8) The reactants are [C:1](/[C:3](=[C:7](\OCC)/[CH3:8])/[C:4](=[S:6])[NH2:5])#[N:2].[NH3:12]. The catalyst is CO. The product is [NH2:12]/[C:7](/[CH3:8])=[C:3](\[C:1]#[N:2])/[C:4](=[S:6])[NH2:5]. The yield is 0.630. (9) The reactants are F[C:2]1[CH:7]=[CH:6][C:5]([N+:8]([O-:10])=[O:9])=[CH:4][C:3]=1[F:11].[OH:12][CH:13]1[CH2:16][NH:15][CH2:14]1.Cl. The catalyst is C1COCC1. The product is [F:11][C:3]1[CH:4]=[C:5]([N+:8]([O-:10])=[O:9])[CH:6]=[CH:7][C:2]=1[N:15]1[CH2:16][CH:13]([OH:12])[CH2:14]1. The yield is 0.750. (10) The reactants are [CH:1]1([CH2:4][O:5][C:6]2[CH:7]=[C:8]([CH:12]=[CH:13][C:14]=2/[CH:15]=[N:16]\[O:17][CH3:18])[C:9]([OH:11])=[O:10])[CH2:3][CH2:2]1.[CH:19]1N=CN(C(N2C=NC=C2)=O)C=1. The catalyst is C(#N)C. The product is [CH:1]1([CH2:4][O:5][C:6]2[CH:7]=[C:8]([CH:12]=[CH:13][C:14]=2/[CH:15]=[N:16]\[O:17][CH3:18])[C:9]([O:11][CH3:19])=[O:10])[CH2:3][CH2:2]1. The yield is 0.970.